Dataset: Reaction yield outcomes from USPTO patents with 853,638 reactions. Task: Predict the reaction yield, written as a fraction of the theoretical maximum amount of product (1.0 means a 100% yield; for example, 0.34 means a 34% yield). The reactants are [F:1][C:2]([F:12])([F:11])[C:3]1[C:7]([CH2:8][CH2:9][OH:10])=[CH:6][NH:5][N:4]=1.C(=O)([O-])[O-].[K+].[K+].Br[CH2:20][C:21]([NH:23][C:24]1[S:28][C:27]2[CH2:29][CH2:30][CH2:31][CH2:32][C:26]=2[C:25]=1[C:33]([NH2:35])=[O:34])=[O:22]. The catalyst is CN(C=O)C.CO. The product is [OH:10][CH2:9][CH2:8][C:7]1[C:3]([C:2]([F:1])([F:11])[F:12])=[N:4][N:5]([CH2:20][C:21]([NH:23][C:24]2[S:28][C:27]3[CH2:29][CH2:30][CH2:31][CH2:32][C:26]=3[C:25]=2[C:33]([NH2:35])=[O:34])=[O:22])[CH:6]=1. The yield is 0.410.